Dataset: Forward reaction prediction with 1.9M reactions from USPTO patents (1976-2016). Task: Predict the product of the given reaction. (1) Given the reactants [NH2:1][C:2]1([CH2:20][OH:21])[C:15]2[CH:14]=[C:13]([O:16][CH3:17])[CH:12]=[C:11]([F:18])[C:10]=2[O:9][C:8]2[C:3]1=[CH:4][C:5]([Br:19])=[CH:6][CH:7]=2.CC(C)([O-])C.[Li+].Br[CH2:29][C:30]#[N:31].O, predict the reaction product. The product is: [NH2:1][C:2]1([CH2:20][O:21][CH2:29][C:30]#[N:31])[C:15]2[CH:14]=[C:13]([O:16][CH3:17])[CH:12]=[C:11]([F:18])[C:10]=2[O:9][C:8]2[C:3]1=[CH:4][C:5]([Br:19])=[CH:6][CH:7]=2. (2) The product is: [S:21]=[C:22]1[O:4][C:3]([C@@H:5]2[CH2:9][CH2:8][CH2:7][C@@H:6]2[NH:10][C:11](=[O:17])[O:12][C:13]([CH3:14])([CH3:16])[CH3:15])=[N:1][NH:2]1. Given the reactants [NH:1]([C:3]([C@@H:5]1[CH2:9][CH2:8][CH2:7][C@@H:6]1[NH:10][C:11](=[O:17])[O:12][C:13]([CH3:16])([CH3:15])[CH3:14])=[O:4])[NH2:2].C(O)C.[S:21]=[C:22]=S.[OH-].[K+], predict the reaction product.